Dataset: Full USPTO retrosynthesis dataset with 1.9M reactions from patents (1976-2016). Task: Predict the reactants needed to synthesize the given product. Given the product [CH2:1]([O:8][C:9]1[C:14]([Cl:15])=[N:13][CH:12]=[C:11]([CH2:16][O:17][Si:22]([C:18]([CH3:21])([CH3:20])[CH3:19])([CH3:25])[CH3:24])[CH:10]=1)[C:2]1[CH:3]=[CH:4][CH:5]=[CH:6][CH:7]=1, predict the reactants needed to synthesize it. The reactants are: [CH2:1]([O:8][C:9]1[CH:10]=[C:11]([CH2:16][OH:17])[CH:12]=[N:13][C:14]=1[Cl:15])[C:2]1[CH:7]=[CH:6][CH:5]=[CH:4][CH:3]=1.[C:18]([Si:22]([CH3:25])([CH3:24])Cl)([CH3:21])([CH3:20])[CH3:19].N1C=CN=C1.O.